Predict the product of the given reaction. From a dataset of Forward reaction prediction with 1.9M reactions from USPTO patents (1976-2016). (1) Given the reactants [CH3:1][C:2]1[CH:3]=[N:4][C:5]2[N:6]([N:8]=[C:9]([CH:11]=O)[N:10]=2)[CH:7]=1.C(C1NC(C=O)=C(C)N=1)C.[Cl:23][C:24]1[CH:29]=[C:28]([CH2:30][CH2:31][C:32]2([CH:40]3[CH2:44][CH2:43][CH2:42][CH2:41]3)[CH2:37][C:36](=[O:38])[CH2:35][C:34](=[O:39])[O:33]2)[CH:27]=[CH:26][C:25]=1[C:45]([CH3:49])([CH3:48])[C:46]#[N:47].C1(C2(CCC3C=CC(C(C)(C)C#N)=C(F)C=3)CC(O)=CC(=O)O2)CCCC1, predict the reaction product. The product is: [Cl:23][C:24]1[CH:29]=[C:28]([CH2:30][CH2:31][C:32]2([CH:40]3[CH2:41][CH2:42][CH2:43][CH2:44]3)[CH2:37][C:36]([OH:38])=[C:35]([CH2:11][C:9]3[N:10]=[C:5]4[N:4]=[CH:3][C:2]([CH3:1])=[CH:7][N:6]4[N:8]=3)[C:34](=[O:39])[O:33]2)[CH:27]=[CH:26][C:25]=1[C:45]([CH3:49])([CH3:48])[C:46]#[N:47]. (2) Given the reactants [CH2:1]([O:3][CH2:4][C:5](=O)[CH2:6][C:7]#[N:8])[CH3:2].C(O)(=O)C(O)=O.[CH2:16]([NH:18][NH2:19])[CH3:17].Cl, predict the reaction product. The product is: [CH2:16]([N:18]1[C:7]([NH2:8])=[CH:6][C:5]([CH2:4][O:3][CH2:1][CH3:2])=[N:19]1)[CH3:17]. (3) The product is: [CH3:14][C:10]1[S:9][C:1]([C:2]2[CH:3]=[N:4][CH:5]=[CH:6][CH:7]=2)=[N:8][C:11]=1[OH:12]. Given the reactants [C:1](#[N:8])[C:2]1[CH:7]=[CH:6][CH:5]=[N:4][CH:3]=1.[SH:9][CH:10]([CH3:14])[C:11](O)=[O:12].N1C=CC=CC=1, predict the reaction product. (4) Given the reactants [O:1]1[C:5]2[CH:6]=[CH:7][C:8]([C:10]3([C:13]([NH:15][C:16]4[CH:21]=[CH:20][C:19]([CH:22]([OH:31])[C:23]5[CH:28]=[CH:27][CH:26]=[CH:25][C:24]=5[O:29][CH3:30])=[CH:18][N:17]=4)=[O:14])[CH2:12][CH2:11]3)=[CH:9][C:4]=2[O:3][CH2:2]1.[N:32]1([CH2:38][CH2:39]O)[CH2:37][CH2:36][CH2:35][CH2:34][CH2:33]1.O1C2C=CC(C3(C(NC4C=CC(C(OCCCO)C5C=CC=CC=5OC)=CN=4)=O)CC3)=CC=2OC1, predict the reaction product. The product is: [O:1]1[C:5]2[CH:6]=[CH:7][C:8]([C:10]3([C:13]([NH:15][C:16]4[CH:21]=[CH:20][C:19]([CH:22]([C:23]5[CH:28]=[CH:27][CH:26]=[CH:25][C:24]=5[O:29][CH3:30])[O:31][CH2:39][CH2:38][N:32]5[CH2:37][CH2:36][CH2:35][CH2:34][CH2:33]5)=[CH:18][N:17]=4)=[O:14])[CH2:12][CH2:11]3)=[CH:9][C:4]=2[O:3][CH2:2]1. (5) Given the reactants [CH3:1][N:2]1[CH:6]=[C:5]([C:7]([N:9]([CH:27]2[CH2:32][CH2:31][O:30][CH2:29][CH2:28]2)[C@H:10]([C:23](OC)=[O:24])[CH2:11][C:12]2[CH:17]=[CH:16][CH:15]=[C:14]([O:18][C:19]([F:22])([F:21])[F:20])[CH:13]=2)=[O:8])[N:4]=[CH:3]1.[BH4-].[Na+].Cl.O, predict the reaction product. The product is: [OH:24][CH2:23][CH:10]([N:9]([CH:27]1[CH2:32][CH2:31][O:30][CH2:29][CH2:28]1)[C:7]([C:5]1[N:4]=[CH:3][N:2]([CH3:1])[CH:6]=1)=[O:8])[CH2:11][C:12]1[CH:17]=[CH:16][CH:15]=[C:14]([O:18][C:19]([F:22])([F:21])[F:20])[CH:13]=1. (6) Given the reactants C([O:4][C:5]1[C:14]2[C:9](=[C:10]([NH:15][C:16]([C:18]3[CH:23]=[N:22][CH:21]=[CH:20][N:19]=3)=[O:17])[CH:11]=[CH:12][CH:13]=2)[N:8]=[C:7]([C:24]2[CH:29]=[CH:28][CH:27]=[C:26]([C:30]([F:33])([F:32])[F:31])[CH:25]=2)[CH:6]=1)(=O)C.Cl, predict the reaction product. The product is: [O:4]=[C:5]1[C:14]2[C:9](=[C:10]([NH:15][C:16]([C:18]3[CH:23]=[N:22][CH:21]=[CH:20][N:19]=3)=[O:17])[CH:11]=[CH:12][CH:13]=2)[NH:8][C:7]([C:24]2[CH:29]=[CH:28][CH:27]=[C:26]([C:30]([F:33])([F:32])[F:31])[CH:25]=2)=[CH:6]1. (7) Given the reactants [Cl:1][C:2]1[C:7]([F:8])=[CH:6][CH:5]=[CH:4][C:3]=1[OH:9].[C:10](Cl)(=[O:13])[CH2:11][CH3:12].Cl, predict the reaction product. The product is: [C:10]([O:9][C:3]1[CH:4]=[CH:5][CH:6]=[C:7]([F:8])[C:2]=1[Cl:1])(=[O:13])[CH2:11][CH3:12]. (8) Given the reactants [NH2:1][C:2]1[N:11]=[CH:10][C:9]2[CH2:8][N:7]([C:12]3[C:17]([F:18])=[C:16]([O:19][CH3:20])[CH:15]=[C:14]([O:21][CH3:22])[C:13]=3[F:23])[C:6](=[O:24])[N:5]([CH3:25])[C:4]=2[C:3]=1Br.[OH-].[K+].[CH2:29]([OH:31])[CH3:30], predict the reaction product. The product is: [NH2:1][C:2]1[N:11]=[CH:10][C:9]2[CH2:8][N:7]([C:12]3[C:17]([F:18])=[C:16]([O:19][CH3:20])[CH:15]=[C:14]([O:21][CH3:22])[C:13]=3[F:23])[C:6](=[O:24])[N:5]([CH3:25])[C:4]=2[C:3]=1[O:31][CH2:29][CH3:30]. (9) Given the reactants [F:1][CH:2]([F:22])[C:3]([NH:5][CH2:6][CH2:7][C:8]1[C:16]2[C:11](=[CH:12][CH:13]=[C:14]([OH:17])[CH:15]=2)[NH:10][C:9]=1[C:18]([NH:20][CH3:21])=[O:19])=[O:4].CN(C)C=O.C(=O)([O-])[O-].[K+].[K+].[CH2:34](I)[CH3:35], predict the reaction product. The product is: [F:22][CH:2]([F:1])[C:3]([NH:5][CH2:6][CH2:7][C:8]1[C:16]2[C:11](=[CH:12][CH:13]=[C:14]([O:17][CH2:34][CH3:35])[CH:15]=2)[NH:10][C:9]=1[C:18]([NH:20][CH3:21])=[O:19])=[O:4].